Dataset: Reaction yield outcomes from USPTO patents with 853,638 reactions. Task: Predict the reaction yield, written as a fraction of the theoretical maximum amount of product (1.0 means a 100% yield; for example, 0.34 means a 34% yield). (1) The reactants are [CH:1]1([CH:6]([N:10]2[CH:14]=[C:13]([C:15]3[C:16]4[CH:23]=[CH:22][N:21](COCC[Si](C)(C)C)[C:17]=4[N:18]=[CH:19][N:20]=3)[CH:12]=[N:11]2)[CH2:7][C:8]#[CH:9])[CH2:5][CH2:4][CH2:3][CH2:2]1.[C:32]([OH:38])([C:34]([F:37])([F:36])[F:35])=[O:33]. The catalyst is C(Cl)Cl. The product is [F:35][C:34]([F:37])([F:36])[C:32]([OH:38])=[O:33].[CH:1]1([CH:6]([N:10]2[CH:14]=[C:13]([C:15]3[C:16]4[CH:23]=[CH:22][NH:21][C:17]=4[N:18]=[CH:19][N:20]=3)[CH:12]=[N:11]2)[CH2:7][C:8]#[CH:9])[CH2:5][CH2:4][CH2:3][CH2:2]1. The yield is 0.600. (2) The reactants are [CH2:1]([C:3]1[C:8]([I:9])=[CH:7][N:6]=[C:5](N)[CH:4]=1)[CH3:2].N([O-])=O.[Na+].[OH-].[Na+].[ClH:17]. The catalyst is O. The product is [Cl:17][C:5]1[CH:4]=[C:3]([CH2:1][CH3:2])[C:8]([I:9])=[CH:7][N:6]=1. The yield is 0.490. (3) The reactants are [CH2:1]([OH:12])[C:2]1[CH:11]=[CH:10][C:7]([O:8][CH3:9])=[C:4]([O:5][CH3:6])[CH:3]=1.[CH3:13][CH:14]([CH3:24])[CH2:15][CH2:16][CH2:17][CH2:18][CH2:19][CH2:20][C:21](O)=[O:22].O. The catalyst is CCCCCC. The product is [CH3:13][CH:14]([CH3:24])[CH2:15][CH2:16][CH2:17][CH2:18][CH2:19][CH2:20][C:21]([O:12][CH2:1][C:2]1[CH:11]=[CH:10][C:7]([O:8][CH3:9])=[C:4]([O:5][CH3:6])[CH:3]=1)=[O:22]. The yield is 0.891. (4) The yield is 0.470. The catalyst is C1COCC1. The product is [I:1][C:2]1[C:6]([CH2:7][OH:8])=[CH:5][N:4]([CH:10]2[CH2:15][CH2:14][CH2:13][CH2:12][O:11]2)[N:3]=1. The reactants are [I:1][C:2]1[C:6]([C:7](O)=[O:8])=[CH:5][N:4]([CH:10]2[CH2:15][CH2:14][CH2:13][CH2:12][O:11]2)[N:3]=1. (5) The yield is 0.800. The reactants are [OH:1][C:2]1[CH:3]=[C:4]([CH:9]=[C:10]([O:13][CH3:14])[C:11]=1[OH:12])[C:5]([O:7][CH3:8])=[O:6].[C:15]([O-])([O-])=O.[K+].[K+]. The catalyst is CC(C)=O. The product is [CH3:14][O:13][C:10]1[C:11]2[O:12][CH2:15][O:1][C:2]=2[CH:3]=[C:4]([C:5]([O:7][CH3:8])=[O:6])[CH:9]=1.